Task: Predict the reaction yield, written as a fraction of the theoretical maximum amount of product (1.0 means a 100% yield; for example, 0.34 means a 34% yield).. Dataset: Reaction yield outcomes from USPTO patents with 853,638 reactions (1) The reactants are [Cl:1][C:2]1[CH:7]=[CH:6][C:5]([C:8]2[NH:12][C:11]3[CH:13]=[C:14]([F:18])[C:15]([F:17])=[CH:16][C:10]=3[N:9]=2)=[CH:4][CH:3]=1.CN(C)C=O.[CH2:24]([O:26][C:27](=[O:36])[CH:28](Br)[CH:29]1[CH2:34][CH2:33][CH2:32][CH2:31][CH2:30]1)[CH3:25].C(=O)([O-])[O-].[Cs+].[Cs+]. The catalyst is C(OCC)(=O)C. The product is [CH2:24]([O:26][C:27](=[O:36])[CH:28]([N:12]1[C:11]2[CH:13]=[C:14]([F:18])[C:15]([F:17])=[CH:16][C:10]=2[N:9]=[C:8]1[C:5]1[CH:4]=[CH:3][C:2]([Cl:1])=[CH:7][CH:6]=1)[CH:29]1[CH2:34][CH2:33][CH2:32][CH2:31][CH2:30]1)[CH3:25]. The yield is 0.750. (2) The reactants are Br.Br[CH2:3][C:4]1[N:5]=[C:6]2[C:11](=[N:12][CH:13]=1)[N:10]=[C:9]([NH2:14])[N:8]=[C:7]2[NH2:15].[OH:16][C:17]1[CH:18]=[C:19]([CH2:24][CH2:25][NH2:26])[CH:20]=[CH:21][C:22]=1[OH:23].C(N(C(C)C)C(C)C)C.C(=O)(O)[O-]. The catalyst is CN(C)C(=O)C. The product is [OH:16][C:17]1[CH:18]=[C:19]([CH2:24][CH2:25][NH:26][CH2:3][C:4]2[N:5]=[C:6]3[C:11](=[N:12][CH:13]=2)[N:10]=[C:9]([NH2:14])[N:8]=[C:7]3[NH2:15])[CH:20]=[CH:21][C:22]=1[OH:23]. The yield is 0.226. (3) The reactants are [C:1]1(=[O:12])[O:7][C:5](=O)[C:4]2=[CH:8][CH:9]=[CH:10][CH:11]=[C:3]2[CH2:2]1.Cl.Cl.[CH3:15][NH:16][NH:17][CH:18]([CH3:20])[CH3:19]. The catalyst is C(O)(=O)C.N1C=CC=CC=1.O. The product is [CH3:15][N:16]1[C:1](=[O:12])[CH2:2][C:3]2[CH:11]=[CH:10][CH:9]=[CH:8][C:4]=2[C:5](=[O:7])[N:17]1[CH:18]([CH3:20])[CH3:19]. The yield is 0.510. (4) The reactants are [F:1][C:2]1[CH:3]=[CH:4][C:5]([N:10]2[CH:14]=[N:13][CH:12]=[N:11]2)=[C:6]([CH:9]=1)[C:7]#[N:8].[ClH:15]. The catalyst is C(O)C. The product is [ClH:15].[F:1][C:2]1[CH:3]=[CH:4][C:5]([N:10]2[CH:14]=[N:13][CH:12]=[N:11]2)=[C:6]([CH2:7][NH2:8])[CH:9]=1. The yield is 0.980. (5) The catalyst is C(OCC)(=O)C. The reactants are [CH2:1]([O:3][C:4](=[O:27])[CH2:5][N:6]1[C:14]2[C:9](=[C:10]([Br:15])[CH:11]=[CH:12][CH:13]=2)[C:8]([C:17]2[CH:22]=[C:21]([F:23])[C:20]([F:24])=[CH:19][C:18]=2[OH:25])(O)[C:7]1=[O:26])[CH3:2].C([SiH](CC)CC)C.FC(F)(F)C(O)=O. The product is [CH2:1]([O:3][C:4](=[O:27])[CH2:5][N:6]1[C:14]2[C:9](=[C:10]([Br:15])[CH:11]=[CH:12][CH:13]=2)[CH:8]([C:17]2[CH:22]=[C:21]([F:23])[C:20]([F:24])=[CH:19][C:18]=2[OH:25])[C:7]1=[O:26])[CH3:2]. The yield is 0.430. (6) The reactants are [Cl:1][C:2]1[CH:3]=[C:4]([CH:8]=[CH:9][C:10]=1[C:11]1[CH:20]=[CH:19][C:18]2[C:13](=[CH:14][CH:15]=[C:16]([O:21]C)[CH:17]=2)[N:12]=1)[C:5]([OH:7])=[O:6].[Al+3].[Cl-].[Cl-].[Cl-]. The catalyst is C(Cl)Cl. The product is [Cl:1][C:2]1[CH:3]=[C:4]([CH:8]=[CH:9][C:10]=1[C:11]1[CH:20]=[CH:19][C:18]2[C:13](=[CH:14][CH:15]=[C:16]([OH:21])[CH:17]=2)[N:12]=1)[C:5]([OH:7])=[O:6]. The yield is 0.180.